From a dataset of Forward reaction prediction with 1.9M reactions from USPTO patents (1976-2016). Predict the product of the given reaction. (1) Given the reactants [CH2:1]([N:3]([CH2:18][CH3:19])[C:4]1[CH:13]=[C:12]2[C:7]([CH:8]=[C:9]([N:15]=[N+:16]=[N-:17])[C:10](=[O:14])[O:11]2)=[CH:6][CH:5]=1)[CH3:2].[C:20]1([C:26]#[CH:27])[CH:25]=[CH:24][CH:23]=[CH:22][CH:21]=1, predict the reaction product. The product is: [CH2:18]([N:3]([CH2:1][CH3:2])[C:4]1[CH:13]=[C:12]2[C:7]([CH:8]=[C:9]([N:15]3[CH:27]=[C:26]([C:20]4[CH:25]=[CH:24][CH:23]=[CH:22][CH:21]=4)[N:17]=[N:16]3)[C:10](=[O:14])[O:11]2)=[CH:6][CH:5]=1)[CH3:19]. (2) Given the reactants [CH:1]1[C:14]2[CH:13]=[C:12]([NH:15][C:16]3[C:17]4[C:22]([C:23]5[CH:24]=[CH:25][CH:26]=[CH:27][C:28]=5[CH:29]=3)=[CH:21][CH:20]=[CH:19][CH:18]=4)[C:11]3[C:6](=[CH:7][CH:8]=[CH:9][CH:10]=3)[C:5]=2[CH:4]=[CH:3][CH:2]=1.[Br:30][C:31]1[CH:36]=[CH:35][C:34](Br)=[CH:33][CH:32]=1.CC(C)([O-])C.[Na+], predict the reaction product. The product is: [Br:30][C:31]1[CH:36]=[CH:35][C:34]([N:15]([C:12]2[C:11]3[C:6]([C:5]4[CH:4]=[CH:3][CH:2]=[CH:1][C:14]=4[CH:13]=2)=[CH:7][CH:8]=[CH:9][CH:10]=3)[C:16]2[C:17]3[C:22]([C:23]4[CH:24]=[CH:25][CH:26]=[CH:27][C:28]=4[CH:29]=2)=[CH:21][CH:20]=[CH:19][CH:18]=3)=[CH:33][CH:32]=1. (3) Given the reactants [CH3:1][O:2][C:3]1[CH:4]=[C:5]([C:9]2[N:10]=[N:11][N:12]([C:14]3[CH:15]=[C:16]([CH:20]=[CH:21][C:22]=3[CH3:23])[C:17](O)=[O:18])[CH:13]=2)[CH:6]=[N:7][CH:8]=1.[NH2:24][C:25]1[C:26]([O:40][CH3:41])=[C:27]([NH:35][S:36]([CH3:39])(=[O:38])=[O:37])[CH:28]=[C:29]([C:31]2([CH3:34])[CH2:33][CH2:32]2)[CH:30]=1, predict the reaction product. The product is: [CH3:39][S:36]([NH:35][C:27]1[C:26]([O:40][CH3:41])=[C:25]([NH:24][C:17](=[O:18])[C:16]2[CH:20]=[CH:21][C:22]([CH3:23])=[C:14]([N:12]3[CH:13]=[C:9]([C:5]4[CH:6]=[N:7][CH:8]=[C:3]([O:2][CH3:1])[CH:4]=4)[N:10]=[N:11]3)[CH:15]=2)[CH:30]=[C:29]([C:31]2([CH3:34])[CH2:32][CH2:33]2)[CH:28]=1)(=[O:38])=[O:37]. (4) Given the reactants C([NH:9][C:10]([NH:12][CH2:13][CH:14]1[CH2:19][CH:18]2[CH2:20][CH:15]1[CH2:16][CH2:17]2)=[S:11])(=O)C1C=CC=CC=1.[OH-].[K+].O, predict the reaction product. The product is: [CH:15]12[CH2:20][CH:18]([CH2:17][CH2:16]1)[CH2:19][CH:14]2[CH2:13][NH:12][C:10]([NH2:9])=[S:11]. (5) The product is: [F:34][C:22]([F:21])([CH3:33])[CH2:23][O:24][C:25]1[C:30]([CH2:31][NH:32][C:11]2[N:10]=[C:9]([NH:8][C@@H:4]3[CH2:5][CH2:6][CH2:7][C@H:2]([OH:1])[C:3]3([CH3:20])[CH3:19])[C:14]([C:15]#[N:16])=[CH:13][N:12]=2)=[CH:29][N:28]=[CH:27][N:26]=1. Given the reactants [OH:1][C@H:2]1[CH2:7][CH2:6][CH2:5][C@@H:4]([NH:8][C:9]2[C:14]([C:15]#[N:16])=[CH:13][N:12]=[C:11](SC)[N:10]=2)[C:3]1([CH3:20])[CH3:19].[F:21][C:22]([F:34])([CH3:33])[CH2:23][O:24][C:25]1[C:30]([CH2:31][NH2:32])=[CH:29][N:28]=[CH:27][N:26]=1.CCN(C(C)C)C(C)C, predict the reaction product. (6) Given the reactants [F:1][C:2]1[CH:3]=[C:4]([N:13]2[CH2:17][C@H:16]([CH2:18][OH:19])[O:15][C:14]2=[O:20])[CH:5]=[CH:6][C:7]=1[N:8]1[CH:12]=[CH:11][N:10]=[CH:9]1.O[C:22]1[CH:26]=[CH:25][O:24][N:23]=1.C1(P(C2C=CC=CC=2)C2C=CC=CC=2)C=CC=CC=1.CC(OC(/N=N/C(OC(C)C)=O)=O)C, predict the reaction product. The product is: [F:1][C:2]1[CH:3]=[C:4]([N:13]2[CH2:17][C@H:16]([CH2:18][O:19][C:22]3[CH:26]=[CH:25][O:24][N:23]=3)[O:15][C:14]2=[O:20])[CH:5]=[CH:6][C:7]=1[N:8]1[CH:12]=[CH:11][N:10]=[CH:9]1. (7) Given the reactants [CH:1]1([C:7]2[CH:15]=[CH:14][C:10]([C:11]([OH:13])=O)=[CH:9][CH:8]=2)[CH2:6][CH2:5][CH2:4][CH:3]=[CH:2]1.[CH3:16][N:17]([CH3:32])[CH2:18][CH2:19][N:20]([CH3:31])[C:21]1[S:22][C:23]2[CH:29]=[C:28]([NH2:30])[CH:27]=[CH:26][C:24]=2[N:25]=1, predict the reaction product. The product is: [CH:1]1([C:7]2[CH:8]=[CH:9][C:10]([C:11]([NH:30][C:28]3[CH:27]=[CH:26][C:24]4[N:25]=[C:21]([N:20]([CH2:19][CH2:18][N:17]([CH3:16])[CH3:32])[CH3:31])[S:22][C:23]=4[CH:29]=3)=[O:13])=[CH:14][CH:15]=2)[CH2:6][CH2:5][CH2:4][CH:3]=[CH:2]1. (8) Given the reactants [Cl:1][C:2]1[CH:3]=[CH:4][C:5]([F:32])=[C:6]([C:8]2[CH:13]=[CH:12][C:11]([CH2:14][N:15]([CH2:26][C@@H:27]([OH:31])[C:28]([OH:30])=[O:29])[NH:16][C:17]([C:19]3[O:23][N:22]=[C:21]([O:24][CH3:25])[CH:20]=3)=[O:18])=[CH:10][CH:9]=2)[CH:7]=1.C(Cl)CCl.C1C=C2N=NN(O)C2=CC=1.O.C(Cl)Cl.[N:51]1([CH2:57][CH2:58]O)[CH2:56][CH2:55][O:54][CH2:53][CH2:52]1, predict the reaction product. The product is: [N:51]1([CH2:57][CH2:58][O:29][C:28](=[O:30])[C@H:27]([OH:31])[CH2:26][N:15]([CH2:14][C:11]2[CH:10]=[CH:9][C:8]([C:6]3[CH:7]=[C:2]([Cl:1])[CH:3]=[CH:4][C:5]=3[F:32])=[CH:13][CH:12]=2)[NH:16][C:17]([C:19]2[O:23][N:22]=[C:21]([O:24][CH3:25])[CH:20]=2)=[O:18])[CH2:56][CH2:55][O:54][CH2:53][CH2:52]1.